Dataset: Forward reaction prediction with 1.9M reactions from USPTO patents (1976-2016). Task: Predict the product of the given reaction. (1) Given the reactants [Cl:1][C:2]1[CH:7]=[CH:6][C:5]([C@H:8]2[C@@H:12]([C:13]3[CH:18]=[CH:17][C:16]([Cl:19])=[CH:15][CH:14]=3)[N:11]([C:20](Cl)=[O:21])[C:10]([C:23]3[S:24][CH:25]=[CH:26][C:27]=3[O:28][CH2:29][CH3:30])=[N:9]2)=[CH:4][CH:3]=1.[CH3:31][C:32]1[C:36]([C:37]([N:39]2[CH2:44][CH2:43][NH:42][CH2:41][CH2:40]2)=[O:38])=[C:35]([CH3:45])[O:34][N:33]=1, predict the reaction product. The product is: [Cl:1][C:2]1[CH:7]=[CH:6][C:5]([C@H:8]2[C@@H:12]([C:13]3[CH:18]=[CH:17][C:16]([Cl:19])=[CH:15][CH:14]=3)[N:11]([C:20]([N:42]3[CH2:43][CH2:44][N:39]([C:37]([C:36]4[C:32]([CH3:31])=[N:33][O:34][C:35]=4[CH3:45])=[O:38])[CH2:40][CH2:41]3)=[O:21])[C:10]([C:23]3[S:24][CH:25]=[CH:26][C:27]=3[O:28][CH2:29][CH3:30])=[N:9]2)=[CH:4][CH:3]=1. (2) Given the reactants [C:1]([C:3]1[S:4][C:5]2[CH:11]=[C:10]([C:12]([O:14][CH2:15][CH3:16])=[O:13])[CH:9]=[CH:8][C:6]=2[N:7]=1)#[CH:2].[Br:17][C:18]1[CH:19]=[C:20]([CH:25]=[C:26]([Br:29])[C:27]=1[Br:28])[CH2:21][N:22]=[N+:23]=[N-:24], predict the reaction product. The product is: [Br:17][C:18]1[CH:19]=[C:20]([CH:25]=[C:26]([Br:29])[C:27]=1[Br:28])[CH2:21][N:22]1[CH:2]=[C:1]([C:3]2[S:4][C:5]3[CH:11]=[C:10]([C:12]([O:14][CH2:15][CH3:16])=[O:13])[CH:9]=[CH:8][C:6]=3[N:7]=2)[N:24]=[N:23]1. (3) Given the reactants [C:1]1([CH2:7][C:8]([NH2:10])=[O:9])[CH:6]=[CH:5][CH:4]=[CH:3][CH:2]=1.[CH3:11][C:12]([CH3:16])([CH3:15])[CH:13]=O.[NH:17]1[C:21]2[CH:22]=[CH:23][CH:24]=[CH:25][C:20]=2[N:19]=[N:18]1, predict the reaction product. The product is: [N:17]1([CH:13]([NH:10][C:8](=[O:9])[CH2:7][C:1]2[CH:6]=[CH:5][CH:4]=[CH:3][CH:2]=2)[C:12]([CH3:16])([CH3:15])[CH3:11])[C:21]2[CH:22]=[CH:23][CH:24]=[CH:25][C:20]=2[N:19]=[N:18]1. (4) Given the reactants [Cl:1][C:2]1[CH:3]=[C:4]([CH:21]=[C:22]([C:33]([F:36])([F:35])[F:34])[C:23]=1[CH2:24][N:25]1[CH2:30][CH2:29][CH2:28][C@H:27]([NH:31][CH3:32])[CH2:26]1)[C:5]([NH:7][CH2:8][C:9]1[CH:14]=[C:13]([Cl:15])[CH:12]=[CH:11][C:10]=1[S:16]([CH2:19][CH3:20])(=[O:18])=[O:17])=[O:6].[CH3:37][C:38]([O:41][C:42]([NH:44][CH2:45][C:46]([OH:48])=O)=[O:43])([CH3:40])[CH3:39], predict the reaction product. The product is: [Cl:1][C:2]1[CH:3]=[C:4]([C:5](=[O:6])[NH:7][CH2:8][C:9]2[CH:14]=[C:13]([Cl:15])[CH:12]=[CH:11][C:10]=2[S:16]([CH2:19][CH3:20])(=[O:17])=[O:18])[CH:21]=[C:22]([C:33]([F:34])([F:36])[F:35])[C:23]=1[CH2:24][N:25]1[CH2:30][CH2:29][CH2:28][C@H:27]([N:31]([CH3:32])[C:46](=[O:48])[CH2:45][NH:44][C:42](=[O:43])[O:41][C:38]([CH3:37])([CH3:39])[CH3:40])[CH2:26]1. (5) Given the reactants C[O:2][C:3](=[O:37])[C:4]1[CH:9]=[C:8]([O:10][CH3:11])[CH:7]=[CH:6][C:5]=1[NH:12][C:13]1[N:17]([C:18]2[CH:23]=[CH:22][CH:21]=[CH:20][C:19]=2[O:24][CH3:25])[N:16]=[C:15]([CH3:26])[C:14]=1[C:27]1[CH:28]=[C:29]2[C:34](=[CH:35][CH:36]=1)[N:33]=[CH:32][CH:31]=[N:30]2.[OH-].[Na+].Cl, predict the reaction product. The product is: [N:33]1[C:34]2[C:29](=[CH:28][C:27]([C:14]3[C:15]([CH3:26])=[N:16][N:17]([C:18]4[CH:23]=[CH:22][CH:21]=[CH:20][C:19]=4[O:24][CH3:25])[C:13]=3[NH:12][C:5]3[CH:6]=[CH:7][C:8]([O:10][CH3:11])=[CH:9][C:4]=3[C:3]([OH:37])=[O:2])=[CH:36][CH:35]=2)[N:30]=[CH:31][CH:32]=1. (6) Given the reactants [CH3:1][N:2]1[C:7](=[O:8])[CH:6]=[CH:5][C:4]([C:9](=O)[CH2:10][C@H:11]([C:19]2[CH:24]=[CH:23][C:22]([CH:25]3[CH2:30][CH2:29][N:28]([C:31]([O:33][C:34]([CH3:37])([CH3:36])[CH3:35])=[O:32])[CH2:27][CH2:26]3)=[CH:21][CH:20]=2)[C:12]2[CH:17]=[CH:16][CH:15]=[CH:14][C:13]=2[CH3:18])=[CH:3]1.C(=O)([O-])O.[Na+].Cl.[NH2:45][OH:46], predict the reaction product. The product is: [OH:46]/[N:45]=[C:9](/[C:4]1[CH:5]=[CH:6][C:7](=[O:8])[N:2]([CH3:1])[CH:3]=1)\[CH2:10][C@H:11]([C:19]1[CH:24]=[CH:23][C:22]([CH:25]2[CH2:30][CH2:29][N:28]([C:31]([O:33][C:34]([CH3:35])([CH3:36])[CH3:37])=[O:32])[CH2:27][CH2:26]2)=[CH:21][CH:20]=1)[C:12]1[CH:17]=[CH:16][CH:15]=[CH:14][C:13]=1[CH3:18]. (7) Given the reactants Br[C:2]1[CH:11]=[CH:10][C:9]2[NH:12][C:13](=[O:14])[N:7]3[C:8]=2[C:3]=1[CH2:4][CH2:5][CH:6]3[C:15]1[CH:20]=[CH:19][CH:18]=[CH:17][CH:16]=1.BrC1C=C2C3=C(NC(=O)N3C(C3C=CC=CC=3)CC2)C=1.[CH3:41][C:42]1[C:46](B(O)O)=[C:45]([CH3:50])[O:44][N:43]=1.C(=O)([O-])[O-].[Cs+].[Cs+], predict the reaction product. The product is: [CH3:41][C:42]1[C:46]([C:2]2[CH:11]=[CH:10][C:9]3[NH:12][C:13](=[O:14])[N:7]4[C:8]=3[C:3]=2[CH2:4][CH2:5][CH:6]4[C:15]2[CH:20]=[CH:19][CH:18]=[CH:17][CH:16]=2)=[C:45]([CH3:50])[O:44][N:43]=1.